This data is from Forward reaction prediction with 1.9M reactions from USPTO patents (1976-2016). The task is: Predict the product of the given reaction. (1) Given the reactants [CH2:1]([NH2:4])[CH2:2][CH3:3].CS(O)(=O)=O.[CH2:10]1O[C:11](O)([CH2:10]O)[CH2:19][O:20][C:11]1(O)[CH2:19][OH:20].[S-:22][C:23]#[N:24].[K+], predict the reaction product. The product is: [SH:22][C:23]1[N:4]([CH2:1][CH2:2][CH3:3])[C:11]([CH2:19][OH:20])=[CH:10][N:24]=1. (2) Given the reactants [C:1]([O:5][C:6]([N:8]1[CH2:12][CH2:11][C@@H:10]([C:13]([NH:15][NH:16][C:17]2[CH:22]=[CH:21][C:20]([F:23])=[CH:19][N:18]=2)=O)[CH2:9]1)=[O:7])([CH3:4])([CH3:3])[CH3:2].C1C=CC(P(C2C=CC=CC=2)C2C=CC=CC=2)=CC=1.CCN(CC)CC.ClC(Cl)(Cl)C(Cl)(Cl)Cl.CC(OC(OC(OC(C)(C)C)=O)=O)(C)C, predict the reaction product. The product is: [C:1]([O:5][C:6]([N:8]1[CH2:12][CH2:11][C@@H:10]([C:13]2[N:18]3[CH:19]=[C:20]([F:23])[CH:21]=[CH:22][C:17]3=[N:16][N:15]=2)[CH2:9]1)=[O:7])([CH3:4])([CH3:3])[CH3:2]. (3) Given the reactants [CH3:1][S:2][C:3]1[CH:10]=[CH:9][C:6]([CH2:7][NH2:8])=[CH:5][CH:4]=1.[CH3:11][O:12][C:13]1[C:31]([O:32][CH3:33])=[C:30]([O:34][CH3:35])[CH:29]=[CH:28][C:14]=1[C:15]([NH:17][CH2:18][CH2:19][N:20]1[CH:24]=[C:23]([C:25](O)=[O:26])[N:22]=[N:21]1)=[O:16], predict the reaction product. The product is: [CH3:1][S:2][C:3]1[CH:10]=[CH:9][C:6]([CH2:7][NH:8][C:25]([C:23]2[N:22]=[N:21][N:20]([CH2:19][CH2:18][NH:17][C:15](=[O:16])[C:14]3[CH:28]=[CH:29][C:30]([O:34][CH3:35])=[C:31]([O:32][CH3:33])[C:13]=3[O:12][CH3:11])[CH:24]=2)=[O:26])=[CH:5][CH:4]=1. (4) Given the reactants [C:1]1([C:20]2[CH:25]=[CH:24][CH:23]=[CH:22][CH:21]=2)[CH:6]=[CH:5][C:4]([CH2:7][C@H:8]2[N:12]([C:13](=O)C(C)(C)C)C(=O)[CH2:10][CH2:9]2)=[CH:3][CH:2]=1.[NH:26]1[CH2:30][CH2:29][CH2:28][CH2:27]1.[CH2:31]=[O:32], predict the reaction product. The product is: [C:1]1([C:20]2[CH:21]=[CH:22][CH:23]=[CH:24][CH:25]=2)[CH:2]=[CH:3][C:4]([CH2:7][C@H:8]2[N:12]([CH2:13][N:26]3[CH2:30][CH2:29][CH2:28][CH2:27]3)[C:31](=[O:32])[CH2:10][CH2:9]2)=[CH:5][CH:6]=1. (5) Given the reactants [CH3:1][C@@H:2]([OH:20])[C@H:3]1[C:9](=[O:10])[N:8]2[C@@H:4]1[CH2:5][C:6]([S:14][CH2:15][CH2:16][NH:17][CH:18]=[NH:19])=[C:7]2[C:11]([OH:13])=[O:12], predict the reaction product. The product is: [CH3:1][C@@H:2]([OH:20])[C@H:3]1[C:9](=[O:10])[N:8]2[C@@H:4]1[CH2:5][C:6]([S:14][CH2:15][CH2:16][N:17]=[CH:18][NH2:19])=[C:7]2[C:11]([OH:13])=[O:12].[OH2:10]. (6) Given the reactants [H-].[Al+3].[Li+].[H-].[H-].[H-].[F:7][C:8]1[CH:13]=[CH:12][C:11]([C@H:14]([CH2:22][CH2:23][OH:24])[CH2:15][NH:16][C:17](=O)OCC)=[CH:10][CH:9]=1, predict the reaction product. The product is: [F:7][C:8]1[CH:9]=[CH:10][C:11]([C@@H:14]([CH2:15][NH:16][CH3:17])[CH2:22][CH2:23][OH:24])=[CH:12][CH:13]=1. (7) Given the reactants [Cl:1][C:2]1[CH:7]=[CH:6][C:5]([CH:8]([NH:15][C:16]([C:18]2([NH:33]C(=O)OC(C)(C)C)[CH2:23][CH2:22][N:21]([C:24]3[C:25]4[CH:32]=[CH:31][NH:30][C:26]=4[N:27]=[CH:28][N:29]=3)[CH2:20][CH2:19]2)=[O:17])[CH2:9][NH:10][S:11]([CH3:14])(=[O:13])=[O:12])=[CH:4][CH:3]=1.FC(F)(F)C(O)=O, predict the reaction product. The product is: [NH2:33][C:18]1([C:16]([NH:15][CH:8]([C:5]2[CH:4]=[CH:3][C:2]([Cl:1])=[CH:7][CH:6]=2)[CH2:9][NH:10][S:11]([CH3:14])(=[O:12])=[O:13])=[O:17])[CH2:19][CH2:20][N:21]([C:24]2[C:25]3[CH:32]=[CH:31][NH:30][C:26]=3[N:27]=[CH:28][N:29]=2)[CH2:22][CH2:23]1. (8) Given the reactants FC(F)(F)S(O[C:7]1[C:8]([C:18](=[O:20])[CH3:19])=[CH:9][C:10]([Cl:17])=[C:11]2[C:16]=1[N:15]=[CH:14][CH:13]=[CH:12]2)(=O)=O.Cl.[NH:24]1[CH2:29][CH2:28][CH2:27][C@H:26]([OH:30])[CH2:25]1.C1C=CC(P(C2C=CC3C(=CC=CC=3)C=2C2C3C(=CC=CC=3)C=CC=2P(C2C=CC=CC=2)C2C=CC=CC=2)C2C=CC=CC=2)=CC=1.C(=O)([O-])[O-].[Cs+].[Cs+], predict the reaction product. The product is: [Cl:17][C:10]1[CH:9]=[C:8]([C:18](=[O:20])[CH3:19])[C:7]([N:24]2[CH2:29][CH2:28][CH2:27][C@H:26]([OH:30])[CH2:25]2)=[C:16]2[C:11]=1[CH:12]=[CH:13][CH:14]=[N:15]2.